From a dataset of Peptide-MHC class I binding affinity with 185,985 pairs from IEDB/IMGT. Regression. Given a peptide amino acid sequence and an MHC pseudo amino acid sequence, predict their binding affinity value. This is MHC class I binding data. (1) The peptide sequence is FKNSVFYSV. The MHC is HLA-B07:02 with pseudo-sequence HLA-B07:02. The binding affinity (normalized) is 0.0847. (2) The peptide sequence is CLRRFIIFLF. The MHC is Patr-A0701 with pseudo-sequence Patr-A0701. The binding affinity (normalized) is 0.628. (3) The peptide sequence is GANFPGLAK. The MHC is HLA-A33:01 with pseudo-sequence HLA-A33:01. The binding affinity (normalized) is 0.261. (4) The peptide sequence is YPPPRYITV. The MHC is HLA-B40:01 with pseudo-sequence HLA-B40:01. The binding affinity (normalized) is 0.0847. (5) The peptide sequence is LIVMLLFAGV. The MHC is HLA-A02:02 with pseudo-sequence HLA-A02:02. The binding affinity (normalized) is 0.249. (6) The peptide sequence is IEAKINVAD. The MHC is HLA-A25:01 with pseudo-sequence HLA-A25:01. The binding affinity (normalized) is 0.0847.